Predict the product of the given reaction. From a dataset of Forward reaction prediction with 1.9M reactions from USPTO patents (1976-2016). (1) Given the reactants [CH3:1][O:2][C:3]1[CH:4]=[C:5]([N:13](C(OC(C)(C)C)=O)[NH2:14])[CH:6]=[CH:7][C:8]=1[C:9]([O:11][CH3:12])=[O:10].[ClH:22], predict the reaction product. The product is: [ClH:22].[NH:13]([C:5]1[CH:6]=[CH:7][C:8]([C:9]([O:11][CH3:12])=[O:10])=[C:3]([O:2][CH3:1])[CH:4]=1)[NH2:14]. (2) Given the reactants [CH2:1]([N:3]([CH:7]([CH3:9])[CH3:8])[CH:4]([CH3:6])[CH3:5])C.[CH:10]1([CH2:13][O:14][C:15]2[CH:23]=[CH:22][C:18]([C:19]([OH:21])=O)=[CH:17][CH:16]=2)[CH2:12][CH2:11]1.[OH2:24].O[N:26]1[C:30]2[CH:31]=CC=[CH:34][C:29]=2N=N1.Cl.C(N=C=NC[CH2:42][CH2:43]N(C)C)C.[OH2:47], predict the reaction product. The product is: [CH:10]1([CH2:13][O:14][C:15]2[CH:16]=[CH:17][C:18]([C:19]([NH:26][C:30]3[C:29]([CH3:34])=[C:8]4[C:7](=[CH:9][CH:31]=3)[N:3]([CH3:1])[C:4]([C:6]([O:47][CH2:42][CH3:43])=[O:24])=[CH:5]4)=[O:21])=[CH:22][CH:23]=2)[CH2:11][CH2:12]1. (3) Given the reactants [CH:1](=O)[CH3:2].[CH3:4][NH:5][C:6]([C:8]1[S:9][CH:10]=[CH:11][C:12]=1[NH:13][C:14]1[C:19]([Cl:20])=[CH:18][N:17]=[C:16]([NH:21][C:22]2[CH:23]=[CH:24][C:25]3[CH2:31][NH:30][CH2:29][C:28](=[O:32])[N:27]([CH2:33][CH3:34])[C:26]=3[CH:35]=2)[N:15]=1)=[O:7].C(O[BH-](OC(=O)C)OC(=O)C)(=O)C.[Na+], predict the reaction product. The product is: [CH3:4][NH:5][C:6]([C:8]1[S:9][CH:10]=[CH:11][C:12]=1[NH:13][C:14]1[C:19]([Cl:20])=[CH:18][N:17]=[C:16]([NH:21][C:22]2[CH:23]=[CH:24][C:25]3[CH2:31][N:30]([CH2:1][CH3:2])[CH2:29][C:28](=[O:32])[N:27]([CH2:33][CH3:34])[C:26]=3[CH:35]=2)[N:15]=1)=[O:7]. (4) Given the reactants [CH2:1]([C:7]1[CH:8]=[C:9]([C:13]2[N:17]([CH3:18])[C:16]([C:19]([N:21]3[CH2:26][CH2:25][CH:24]([N:27]4[CH2:31][CH2:30][CH2:29][CH2:28]4)[CH2:23][CH2:22]3)=[O:20])=[C:15]([C:32]#[C:33][CH2:34][O:35][CH3:36])[N:14]=2)[CH:10]=[CH:11][CH:12]=1)[CH2:2][CH2:3][CH2:4][CH2:5][CH3:6], predict the reaction product. The product is: [CH2:1]([C:7]1[CH:8]=[C:9]([C:13]2[N:17]([CH3:18])[C:16]([C:19]([N:21]3[CH2:26][CH2:25][CH:24]([N:27]4[CH2:31][CH2:30][CH2:29][CH2:28]4)[CH2:23][CH2:22]3)=[O:20])=[C:15]([CH2:32][CH2:33][CH2:34][O:35][CH3:36])[N:14]=2)[CH:10]=[CH:11][CH:12]=1)[CH2:2][CH2:3][CH2:4][CH2:5][CH3:6].